This data is from Full USPTO retrosynthesis dataset with 1.9M reactions from patents (1976-2016). The task is: Predict the reactants needed to synthesize the given product. (1) Given the product [C:32]([O:31][C:29](=[O:30])[N:20]([C:10]1[S:11][C@:12]2([CH2:15][OH:16])[C@H:14]([C@:8]([C:6]3[CH:7]=[C:2]([Br:1])[CH:3]=[CH:4][C:5]=3[F:38])([CH2:36][F:37])[N:9]=1)[CH2:13]2)[CH2:21][O:22][CH2:23][CH2:24][Si:25]([CH3:26])([CH3:27])[CH3:28])([CH3:35])([CH3:33])[CH3:34], predict the reactants needed to synthesize it. The reactants are: [Br:1][C:2]1[CH:3]=[CH:4][C:5]([F:38])=[C:6]([C@:8]2([CH2:36][F:37])[C@H:14]3[C@:12]([C:15](OCC)=[O:16])([CH2:13]3)[S:11][C:10]([N:20]([C:29]([O:31][C:32]([CH3:35])([CH3:34])[CH3:33])=[O:30])[CH2:21][O:22][CH2:23][CH2:24][Si:25]([CH3:28])([CH3:27])[CH3:26])=[N:9]2)[CH:7]=1.[BH4-].[Li+].CO. (2) Given the product [C:1]([O:5][C:6](=[O:20])[NH:7][CH:8]([CH3:19])[CH2:9][C:10]1[CH:15]=[CH:14][CH:13]=[C:12]([NH2:16])[CH:11]=1)([CH3:4])([CH3:2])[CH3:3], predict the reactants needed to synthesize it. The reactants are: [C:1]([O:5][C:6](=[O:20])[NH:7][CH:8]([CH3:19])[CH2:9][C:10]1[CH:15]=[CH:14][CH:13]=[C:12]([N+:16]([O-])=O)[CH:11]=1)([CH3:4])([CH3:3])[CH3:2]. (3) Given the product [CH3:12][C:3]([CH2:27][C:26]([CH2:24][C:23]([OH:22])=[O:25])=[O:29])=[O:14], predict the reactants needed to synthesize it. The reactants are: IC1C(C)=C(I)C(C)=C(I)[C:3]=1[CH3:12].[Mn]([O-])(=O)(=O)=[O:14].[K+].C([O:22][C:23](=[O:25])[CH3:24])(=O)C.[C:26]([OH:29])(=O)[CH3:27].